This data is from Full USPTO retrosynthesis dataset with 1.9M reactions from patents (1976-2016). The task is: Predict the reactants needed to synthesize the given product. (1) Given the product [CH3:8][C:5]1[CH:6]=[CH:7][C:11]([CH2:10][C:9]([O:17][CH2:18][CH3:19])=[O:16])=[CH:3][CH:4]=1, predict the reactants needed to synthesize it. The reactants are: BrC1[CH:7]=[CH:6][C:5]([CH3:8])=[CH:4][CH:3]=1.[C:9]([O:17][CH2:18][CH3:19])(=[O:16])[CH2:10][C:11](OCC)=O.P(C(C)(C)C)(C(C)(C)C)C(C)(C)C.[H+].[B-](F)(F)(F)F.[O-]P([O-])([O-])=O.[K+].[K+].[K+].C1OCCOCCOCCOCCOCCOC1. (2) The reactants are: [CH3:1][C@@:2]1([CH2:13][O:14][C:15]2[CH:20]=[CH:19][C:18]([N:21]3[CH2:26][CH2:25][N:24]([C:27]([O:29][C:30](C)(C)[CH3:31])=[O:28])[CH2:23][CH2:22]3)=[CH:17][CH:16]=2)[O:6][C:5]2=[N:7][C:8]([N+:10]([O-:12])=[O:11])=[CH:9][N:4]2[CH2:3]1.FC(F)(F)C(O)=O.C(N(CC)CC)C.ClC(OCC)=O. Given the product [CH3:1][C@@:2]1([CH2:13][O:14][C:15]2[CH:16]=[CH:17][C:18]([N:21]3[CH2:22][CH2:23][N:24]([C:27]([O:29][CH2:30][CH3:31])=[O:28])[CH2:25][CH2:26]3)=[CH:19][CH:20]=2)[O:6][C:5]2=[N:7][C:8]([N+:10]([O-:12])=[O:11])=[CH:9][N:4]2[CH2:3]1, predict the reactants needed to synthesize it.